From a dataset of Forward reaction prediction with 1.9M reactions from USPTO patents (1976-2016). Predict the product of the given reaction. (1) Given the reactants [CH3:1][O:2][C:3](=[O:16])[C:4](=O)[CH2:5][C:6](=[O:14])[C:7]1[CH:12]=[CH:11][CH:10]=[C:9]([Br:13])[CH:8]=1.Cl.[NH2:18]O, predict the reaction product. The product is: [CH3:1][O:2][C:3]([C:4]1[CH:5]=[C:6]([C:7]2[CH:12]=[CH:11][CH:10]=[C:9]([Br:13])[CH:8]=2)[O:14][N:18]=1)=[O:16]. (2) Given the reactants [CH3:1][O:2][C:3]1[N:8]=[C:7]([C:9]#[C:10][C@H:11]2[CH2:16][CH2:15][C@H:14]([C:17]([O:19][CH3:20])=[O:18])[CH2:13][NH:12]2)[C:6]([C:21]([O:23][CH3:24])=[O:22])=[CH:5][CH:4]=1.Cl, predict the reaction product. The product is: [CH3:1][O:2][C:3]1[N:8]=[C:7]([CH2:9][CH2:10][C@H:11]2[CH2:16][CH2:15][C@H:14]([C:17]([O:19][CH3:20])=[O:18])[CH2:13][NH:12]2)[C:6]([C:21]([O:23][CH3:24])=[O:22])=[CH:5][CH:4]=1. (3) Given the reactants [Cl:1][C:2]1[NH:7][C:6](=[O:8])[C:5]([Cl:9])=[C:4]([Cl:10])[N:3]=1.[H-].[Na+].[CH3:13][O:14][C:15](=[O:18])[CH2:16]Br, predict the reaction product. The product is: [CH3:13][O:14][C:15](=[O:18])[CH2:16][N:7]1[C:6](=[O:8])[C:5]([Cl:9])=[C:4]([Cl:10])[N:3]=[C:2]1[Cl:1].